This data is from Full USPTO retrosynthesis dataset with 1.9M reactions from patents (1976-2016). The task is: Predict the reactants needed to synthesize the given product. (1) Given the product [Cl:22][CH2:21][CH2:20][CH2:19][O:1][C:2]1[C:3]([C:9](=[O:11])[CH3:10])=[C:4]([OH:8])[CH:5]=[CH:6][CH:7]=1, predict the reactants needed to synthesize it. The reactants are: [OH:1][C:2]1[CH:7]=[CH:6][CH:5]=[C:4]([OH:8])[C:3]=1[C:9](=[O:11])[CH3:10].C(=O)([O-])[O-].[K+].[K+].Br[CH2:19][CH2:20][CH2:21][Cl:22].O. (2) The reactants are: Br[CH:2]1[CH2:8][CH2:7][N:6]([CH2:9][CH:10]2[CH2:14][CH2:13][CH2:12][O:11]2)[C:5]2[N:15]([CH2:18][C:19]3[CH:24]=[CH:23][C:22]([O:25][CH3:26])=[CH:21][CH:20]=3)[N:16]=[CH:17][C:4]=2[C:3]1=O.[CH3:28][C:29]1[CH:34]=[CH:33][N:32]=[C:31]([NH:35][C:36]([NH2:38])=[S:37])[N:30]=1. Given the product [CH3:26][O:25][C:22]1[CH:23]=[CH:24][C:19]([CH2:18][N:15]2[C:5]3[N:6]([CH2:9][CH:10]4[CH2:14][CH2:13][CH2:12][O:11]4)[CH2:7][CH2:8][C:2]4[S:37][C:36]([NH:35][C:31]5[N:30]=[C:29]([CH3:28])[CH:34]=[CH:33][N:32]=5)=[N:38][C:3]=4[C:4]=3[CH:17]=[N:16]2)=[CH:20][CH:21]=1, predict the reactants needed to synthesize it. (3) Given the product [CH2:17]([O:9][C:4]1[CH:5]=[CH:6][C:7]([F:8])=[C:2]([F:1])[CH:3]=1)[CH3:18], predict the reactants needed to synthesize it. The reactants are: [F:1][C:2]1[CH:3]=[C:4]([OH:9])[CH:5]=[CH:6][C:7]=1[F:8].C(=O)([O-])[O-].[K+].[K+].I[CH2:17][CH3:18]. (4) Given the product [F:1][C:2]1[CH:3]=[C:4]2[C:8](=[CH:9][CH:10]=1)[NH:7][C:6](=[O:11])/[C:5]/2=[CH:12]\[C:13]1[NH:17][C:16]2[CH2:18][CH2:19][CH2:20][CH2:21][CH2:22][C:15]=2[C:14]=1[CH2:23][CH2:24][C:25]([N:29]([CH3:30])[CH3:28])=[O:27], predict the reactants needed to synthesize it. The reactants are: [F:1][C:2]1[CH:3]=[C:4]2[C:8](=[CH:9][CH:10]=1)[NH:7][C:6](=[O:11])/[C:5]/2=[CH:12]\[C:13]1[NH:17][C:16]2[CH2:18][CH2:19][CH2:20][CH2:21][CH2:22][C:15]=2[C:14]=1[CH2:23][CH2:24][C:25]([OH:27])=O.[CH3:28][NH:29][CH3:30].CN(C)CCCN=C=NCC.ON1C2C=CC=CC=2N=N1.